From a dataset of Full USPTO retrosynthesis dataset with 1.9M reactions from patents (1976-2016). Predict the reactants needed to synthesize the given product. (1) Given the product [CH3:18][C:10]1[CH:11]=[CH:12][C:13]([N+:15]([O-:17])=[O:16])=[CH:14][C:9]=1[NH:8][C:6]1[CH:5]=[CH:4][N:3]=[C:2]([C:23]2[CH:24]=[N:19][CH:20]=[N:21][CH:22]=2)[N:7]=1, predict the reactants needed to synthesize it. The reactants are: Cl[C:2]1[N:7]=[C:6]([NH:8][C:9]2[CH:14]=[C:13]([N+:15]([O-:17])=[O:16])[CH:12]=[CH:11][C:10]=2[CH3:18])[CH:5]=[CH:4][N:3]=1.[N:19]1[CH:24]=[C:23](B(O)O)[CH:22]=[N:21][CH:20]=1.C(=O)([O-])[O-].[K+].[K+]. (2) Given the product [Cl:1][C:2]1[C:11]2[C:6](=[CH:7][CH:8]=[C:9]([C:12]([C:20]3[C:21]([CH3:27])=[N:22][C:23]([CH3:26])=[CH:24][CH:25]=3)([OH:19])[C:13]3[N:17]([CH3:18])[N:16]=[N:15][CH:14]=3)[CH:10]=2)[N:5]=[C:4]([O:28][CH3:29])[C:3]=1[C:30]([NH:54][CH2:53][C:52]([F:56])([F:55])[F:51])=[O:31], predict the reactants needed to synthesize it. The reactants are: [Cl:1][C:2]1[C:11]2[C:6](=[CH:7][CH:8]=[C:9]([C:12]([C:20]3[C:21]([CH3:27])=[N:22][C:23]([CH3:26])=[CH:24][CH:25]=3)([OH:19])[C:13]3[N:17]([CH3:18])[N:16]=[N:15][CH:14]=3)[CH:10]=2)[N:5]=[C:4]([O:28][CH3:29])[C:3]=1[C:30](O)=[O:31].C1C=CC2N(O)N=NC=2C=1.C(N(CC)CC)C.Cl.[F:51][C:52]([F:56])([F:55])[CH2:53][NH2:54].CCN=C=NCCCN(C)C.